The task is: Predict which catalyst facilitates the given reaction.. This data is from Catalyst prediction with 721,799 reactions and 888 catalyst types from USPTO. (1) Reactant: [CH2:1]([O:8][C:9]1[CH:14]=[C:13]([O:15][CH2:16][C:17]2[CH:22]=[CH:21][CH:20]=[CH:19][CH:18]=2)[C:12]([CH:23]([CH3:25])[CH3:24])=[CH:11][C:10]=1[C:26]1[O:30][N:29]=[C:28]([C:31]([NH:33][CH2:34][CH3:35])=[O:32])[C:27]=1I)[C:2]1[CH:7]=[CH:6][CH:5]=[CH:4][CH:3]=1.C([Sn](CCCC)(CCCC)[C:42]1[CH:43]=[N:44][N:45]([CH:47]([CH3:49])[CH3:48])[CH:46]=1)CCC. The catalyst class is: 73. Product: [CH2:1]([O:8][C:9]1[CH:14]=[C:13]([O:15][CH2:16][C:17]2[CH:22]=[CH:21][CH:20]=[CH:19][CH:18]=2)[C:12]([CH:23]([CH3:25])[CH3:24])=[CH:11][C:10]=1[C:26]1[O:30][N:29]=[C:28]([C:31]([NH:33][CH2:34][CH3:35])=[O:32])[C:27]=1[C:42]1[CH:43]=[N:44][N:45]([CH:47]([CH3:49])[CH3:48])[CH:46]=1)[C:2]1[CH:7]=[CH:6][CH:5]=[CH:4][CH:3]=1. (2) Reactant: [N+:1]([C:4]1[C:5]([O:16][CH2:17][C:18]([O:20]CC)=O)=[N:6][CH:7]=[C:8]([C:10]2[CH:15]=[CH:14][CH:13]=[CH:12][CH:11]=2)[CH:9]=1)([O-])=O.[Sn]. Product: [C:10]1([C:8]2[CH:7]=[N:6][C:5]3[O:16][CH2:17][C:18](=[O:20])[NH:1][C:4]=3[CH:9]=2)[CH:15]=[CH:14][CH:13]=[CH:12][CH:11]=1. The catalyst class is: 33.